From a dataset of Forward reaction prediction with 1.9M reactions from USPTO patents (1976-2016). Predict the product of the given reaction. (1) Given the reactants [Br:1][C:2]1[CH:3]=[CH:4][C:5]([OH:10])=[C:6]([CH:9]=1)[CH:7]=[O:8].C(=O)([O-])[O-].[K+].[K+].[CH2:17](Br)[C:18]1[CH:23]=[CH:22][CH:21]=[CH:20][CH:19]=1, predict the reaction product. The product is: [CH2:17]([O:10][C:5]1[CH:4]=[CH:3][C:2]([Br:1])=[CH:9][C:6]=1[CH:7]=[O:8])[C:18]1[CH:23]=[CH:22][CH:21]=[CH:20][CH:19]=1. (2) Given the reactants [NH:1]1[CH2:7][C:5](=[O:6])[NH:4][C:2]1=[S:3].Br[CH:9]([CH2:15][CH3:16])[C:10]([O:12][CH2:13][CH3:14])=[O:11].C([O-])([O-])=O.[K+].[K+], predict the reaction product. The product is: [CH2:13]([O:12][C:10](=[O:11])[CH2:9][CH2:15][CH2:16][N:4]1[C:5](=[O:6])[CH2:7][NH:1][C:2]1=[S:3])[CH3:14]. (3) The product is: [O:40]1[CH2:39][CH2:38][N:37]([C:34]2[CH:33]=[CH:32][C:31]([C:29]3[N:28]([S:43]([C:46]4[CH:51]=[CH:50][CH:49]=[CH:48][CH:47]=4)(=[O:45])=[O:44])[C:24]4[N:25]=[CH:26][N:27]=[C:22]([C:20]5[CH:19]=[CH:18][C:4]([O:5][C@@H:6]6[CH2:10][CH2:9][NH:8][CH2:7]6)=[C:3]([CH:21]=5)[C:1]#[N:2])[C:23]=4[CH:30]=3)=[CH:36][CH:35]=2)[CH2:42][CH2:41]1.[ClH:52]. Given the reactants [C:1]([C:3]1[CH:21]=[C:20]([C:22]2[C:23]3[CH:30]=[C:29]([C:31]4[CH:36]=[CH:35][C:34]([N:37]5[CH2:42][CH2:41][O:40][CH2:39][CH2:38]5)=[CH:33][CH:32]=4)[N:28]([S:43]([C:46]4[CH:51]=[CH:50][CH:49]=[CH:48][CH:47]=4)(=[O:45])=[O:44])[C:24]=3[N:25]=[CH:26][N:27]=2)[CH:19]=[CH:18][C:4]=1[O:5][C@@H:6]1[CH2:10][CH2:9][N:8](C(OC(C)(C)C)=O)[CH2:7]1)#[N:2].[ClH:52], predict the reaction product.